Dataset: Reaction yield outcomes from USPTO patents with 853,638 reactions. Task: Predict the reaction yield, written as a fraction of the theoretical maximum amount of product (1.0 means a 100% yield; for example, 0.34 means a 34% yield). (1) The reactants are Cl[C:2]1([C:12]2[CH:17]=[CH:16][C:15]([Cl:18])=[CH:14][CH:13]=2)[C:10]2[C:5](=[CH:6][CH:7]=[CH:8][CH:9]=2)[C:4](=[O:11])[O:3]1.C(N(CC)CC)C.[CH2:26]([NH2:33])[C:27]1[CH:32]=[CH:31][CH:30]=[CH:29][CH:28]=1. No catalyst specified. The product is [CH:30]1[CH:31]=[CH:32][C:27]([CH2:26][N:33]2[C:2]([OH:3])([C:12]3[CH:17]=[CH:16][C:15]([Cl:18])=[CH:14][CH:13]=3)[C:10]3[C:5](=[CH:6][CH:7]=[CH:8][CH:9]=3)[C:4]2=[O:11])=[CH:28][CH:29]=1. The yield is 0.770. (2) The reactants are [CH3:1][O:2][C:3](=[O:60])[NH:4][C@H:5]([C:9]([N:11]1[CH2:15][CH2:14][CH2:13][C@H:12]1[C:16]1[NH:17][CH:18]=[C:19]([C:21]2[CH:26]=[CH:25][C:24]([C:27]3[CH:32]=[CH:31][C:30]([C:33](=O)[CH2:34][NH:35][C:36]([CH:38]4[CH2:42][C:41]5(CCOCC5)[CH2:40][N:39]4[C:48](=[O:58])[C@@H:49]([NH:53][C:54]([O:56][CH3:57])=[O:55])[CH:50]([CH3:52])[CH3:51])=O)=[CH:29][CH:28]=3)=[CH:23][CH:22]=2)[N:20]=1)=[O:10])[CH:6]([CH3:8])[CH3:7].C([O-])(=O)C.[NH4+:65].[O:66]1[CH2:71][CH2:70]O[CH2:68][CH2:67]1. The catalyst is C(OCC)(=O)C. The product is [CH3:52][CH:50]([CH3:51])[C@H:49]([NH:53][C:54](=[O:55])[O:56][CH3:57])[C:48]([N:39]1[CH2:40][CH2:41][CH2:42][C@H:38]1[C:36]1[NH:35][CH:34]=[C:33]([C:30]2[CH:31]=[CH:32][C:27]([C:24]3[CH:23]=[CH:22][C:21]([C:19]4[N:20]=[C:16]([CH:12]5[CH2:13][C:14]6([CH2:70][CH2:71][O:66][CH2:67][CH2:68]6)[CH2:15][N:11]5[C:9](=[O:10])[C@@H:5]([NH:4][C:3]([O:2][CH3:1])=[O:60])[CH:6]([CH3:7])[CH3:8])[NH:17][CH:18]=4)=[CH:26][CH:25]=3)=[CH:28][CH:29]=2)[N:65]=1)=[O:58]. The yield is 0.340. (3) The reactants are P(Cl)(Cl)([Cl:3])=O.CN(C)C1C=CC=CC=1.[CH:15]1[C:28]2[C:19](=[N:20][CH:21]=[C:22]3[C:27]=2[CH:26]=[CH:25][CH:24]=[CH:23]3)[CH:18]=[CH:17][CH:16]=1. The catalyst is O. The product is [Cl:3][C:25]1[CH:24]=[CH:23][C:22]2[C:27]([CH:26]=1)=[C:28]1[C:19]([CH:18]=[CH:17][CH:16]=[CH:15]1)=[N:20][CH:21]=2. The yield is 0.960.